From a dataset of Peptide-MHC class II binding affinity with 134,281 pairs from IEDB. Regression. Given a peptide amino acid sequence and an MHC pseudo amino acid sequence, predict their binding affinity value. This is MHC class II binding data. (1) The peptide sequence is TRRKLLLIFDALILL. The MHC is DRB3_0101 with pseudo-sequence DRB3_0101. The binding affinity (normalized) is 0.650. (2) The peptide sequence is LEAKATFYGSNPRGA. The MHC is HLA-DPA10301-DPB10402 with pseudo-sequence HLA-DPA10301-DPB10402. The binding affinity (normalized) is 0.